From a dataset of Catalyst prediction with 721,799 reactions and 888 catalyst types from USPTO. Predict which catalyst facilitates the given reaction. (1) Reactant: [I:1][CH3:2].[F:3][C:4]1[CH:5]=[C:6]([NH:16][C:17]([NH2:19])=[S:18])[CH:7]=[CH:8][C:9]=1[N:10]1[C:14]([CH3:15])=[N:13][CH:12]=[N:11]1. Product: [IH:1].[F:3][C:4]1[CH:5]=[C:6]([NH:16][C:17]([S:18][CH3:2])=[NH:19])[CH:7]=[CH:8][C:9]=1[N:10]1[C:14]([CH3:15])=[N:13][CH:12]=[N:11]1. The catalyst class is: 8. (2) Reactant: CC(C)([O-])C.[K+].[C:7]([CH2:9]P(=O)(OCC)OCC)#[N:8].[Si:18]([O:25][CH:26]1[CH2:31][CH2:30][C:29](=O)[CH2:28][CH2:27]1)([C:21]([CH3:24])([CH3:23])[CH3:22])([CH3:20])[CH3:19]. Product: [Si:18]([O:25][CH:26]1[CH2:31][CH2:30][C:29](=[CH:9][C:7]#[N:8])[CH2:28][CH2:27]1)([C:21]([CH3:24])([CH3:23])[CH3:22])([CH3:20])[CH3:19]. The catalyst class is: 7.